Task: Predict which catalyst facilitates the given reaction.. Dataset: Catalyst prediction with 721,799 reactions and 888 catalyst types from USPTO (1) Reactant: [C:1]([C:3]1[CH:8]=[CH:7][C:6]([C:9]2[CH:26]=[CH:25][C:12]3[CH2:13][CH2:14][N:15](C(OC(C)(C)C)=O)[CH2:16][CH2:17][C:11]=3[CH:10]=2)=[CH:5][CH:4]=1)#[N:2].Cl. Product: [CH2:13]1[C:12]2[CH:25]=[CH:26][C:9]([C:6]3[CH:7]=[CH:8][C:3]([C:1]#[N:2])=[CH:4][CH:5]=3)=[CH:10][C:11]=2[CH2:17][CH2:16][NH:15][CH2:14]1. The catalyst class is: 12. (2) Reactant: [CH3:1][O:2][C:3]1[CH:4]=[C:5]2[C:8](=[CH:9][C:10]=1[O:11][CH3:12])[C@H:7]([C:13]([O:15]C)=[O:14])[CH2:6]2.[OH-].[K+].C(O)(C(O)=O)C(O)C(O)=O. Product: [CH3:1][O:2][C:3]1[CH:4]=[C:5]2[C:8](=[CH:9][C:10]=1[O:11][CH3:12])[CH:7]([C:13]([OH:15])=[O:14])[CH2:6]2. The catalyst class is: 5. (3) Reactant: [F:1][C:2]1[C:7]([F:8])=[C:6]([N:9]=NC2C=CC=CC=2)[CH:5]=[CH:4][C:3]=1[OH:17]. Product: [NH2:9][C:6]1[CH:5]=[CH:4][C:3]([OH:17])=[C:2]([F:1])[C:7]=1[F:8]. The catalyst class is: 29. (4) Reactant: Br[C:2]1[C:7]([C:8]([F:11])([F:10])[F:9])=[CH:6][C:5]([F:12])=[CH:4][C:3]=1[N+:13]([O-])=O.C(N(CC)CC)C. Product: [F:12][C:5]1[CH:4]=[C:3]([NH2:13])[CH:2]=[C:7]([C:8]([F:10])([F:11])[F:9])[CH:6]=1. The catalyst class is: 29.